From a dataset of Full USPTO retrosynthesis dataset with 1.9M reactions from patents (1976-2016). Predict the reactants needed to synthesize the given product. (1) Given the product [CH2:30]([N:26]([CH2:27][CH2:28][CH3:29])[C:25]([C:21]1[CH:20]=[C:19]([CH:24]=[CH:23][CH:22]=1)[C:18]([NH:17][C@H:9]([P:6]([OH:8])([CH2:5][CH:4]([CH3:35])[C:3]([OH:36])=[O:2])=[O:7])[CH2:10][C:11]1[CH:16]=[CH:15][CH:14]=[CH:13][CH:12]=1)=[O:34])=[O:33])[CH2:31][CH3:32], predict the reactants needed to synthesize it. The reactants are: C[O:2][C:3](=[O:36])[CH:4]([CH3:35])[CH2:5][P:6]([C@@H:9]([NH:17][C:18](=[O:34])[C:19]1[CH:24]=[CH:23][CH:22]=[C:21]([C:25](=[O:33])[N:26]([CH2:30][CH2:31][CH3:32])[CH2:27][CH2:28][CH3:29])[CH:20]=1)[CH2:10][C:11]1[CH:16]=[CH:15][CH:14]=[CH:13][CH:12]=1)([OH:8])=[O:7].O[Li].O. (2) Given the product [O:23]=[S:20]1(=[O:24])[CH2:21][CH2:22][N:17]([C:2]2[CH:3]=[C:4]([N+:14]([O-:16])=[O:15])[C:5]([N:8]3[CH2:13][CH2:12][O:11][CH2:10][CH2:9]3)=[N:6][CH:7]=2)[CH2:18][CH2:19]1, predict the reactants needed to synthesize it. The reactants are: Cl[C:2]1[CH:3]=[C:4]([N+:14]([O-:16])=[O:15])[C:5]([N:8]2[CH2:13][CH2:12][O:11][CH2:10][CH2:9]2)=[N:6][CH:7]=1.[NH:17]1[CH2:22][CH2:21][S:20](=[O:24])(=[O:23])[CH2:19][CH2:18]1.CC(C1C=C(C(C)C)C(C2C=CC=CC=2P(C2CCCCC2)C2CCCCC2)=C(C(C)C)C=1)C.CC(C)([O-])C.[Na+].C1(C)C=CC=CC=1. (3) Given the product [CH2:23]([N:30]([S:31]([C:34]1[CH:35]=[CH:36][C:37]([O:40][CH3:41])=[CH:38][CH:39]=1)(=[O:33])=[O:32])[C:2]1[C:7]([C:8]([O:10][CH2:11][CH3:12])=[O:9])=[CH:6][N:5]=[C:4]2[N:13]([C:17]3[CH:22]=[CH:21][CH:20]=[CH:19][CH:18]=3)[N:14]=[C:15]([CH3:16])[C:3]=12)[C:24]1[CH:29]=[CH:28][CH:27]=[CH:26][CH:25]=1, predict the reactants needed to synthesize it. The reactants are: Cl[C:2]1[C:7]([C:8]([O:10][CH2:11][CH3:12])=[O:9])=[CH:6][N:5]=[C:4]2[N:13]([C:17]3[CH:22]=[CH:21][CH:20]=[CH:19][CH:18]=3)[N:14]=[C:15]([CH3:16])[C:3]=12.[CH2:23]([NH:30][S:31]([C:34]1[CH:39]=[CH:38][C:37]([O:40][CH3:41])=[CH:36][CH:35]=1)(=[O:33])=[O:32])[C:24]1[CH:29]=[CH:28][CH:27]=[CH:26][CH:25]=1.[H-].[Na+].